This data is from Forward reaction prediction with 1.9M reactions from USPTO patents (1976-2016). The task is: Predict the product of the given reaction. (1) Given the reactants [Si:1]([O:8][C:9]1[CH:14]=[CH:13][CH:12]=[CH:11][C:10]=1[CH2:15][CH2:16][OH:17])([C:4]([CH3:7])([CH3:6])[CH3:5])([CH3:3])[CH3:2].CC(OI1(OC(C)=O)(OC(C)=O)OC(=O)C2C=CC=CC1=2)=O, predict the reaction product. The product is: [Si:1]([O:8][C:9]1[CH:14]=[CH:13][CH:12]=[CH:11][C:10]=1[CH2:15][CH:16]=[O:17])([C:4]([CH3:7])([CH3:6])[CH3:5])([CH3:3])[CH3:2]. (2) Given the reactants Cl.[CH3:2][O:3][C:4](=[O:17])[C@@H:5]([CH2:7][C:8]1[C:16]2[C:11](=[CH:12][CH:13]=[CH:14][CH:15]=2)[NH:10][CH:9]=1)[NH2:6].[CH:18]1[C:23]([CH:24]=O)=[CH:22][C:21]2[O:26][CH2:27][O:28][C:20]=2[CH:19]=1.[Cl:29]CCl, predict the reaction product. The product is: [ClH:29].[CH3:2][O:3][C:4]([C@@H:5]1[CH2:7][C:8]2[C:16]3[C:11](=[CH:12][CH:13]=[CH:14][CH:15]=3)[NH:10][C:9]=2[C@H:24]([C:23]2[CH:18]=[CH:19][C:20]3[O:28][CH2:27][O:26][C:21]=3[CH:22]=2)[NH:6]1)=[O:17].